Task: Predict which catalyst facilitates the given reaction.. Dataset: Catalyst prediction with 721,799 reactions and 888 catalyst types from USPTO (1) Reactant: [Na].C(O[C:5](=[O:11])[C:6]([O:8][CH2:9][CH3:10])=[O:7])C.[CH3:12][C:13]1[CH:20]=[CH:19][C:16]([C:17]#[N:18])=[CH:15][C:14]=1[N+:21]([O-:23])=[O:22].Cl. Product: [CH2:9]([O:8][C:6](=[O:7])[C:5](=[O:11])[CH2:12][C:13]1[CH:20]=[CH:19][C:16]([C:17]#[N:18])=[CH:15][C:14]=1[N+:21]([O-:23])=[O:22])[CH3:10]. The catalyst class is: 14. (2) Reactant: C(O[CH:4]=[C:5]([C:8]#[N:9])[C:6]#[N:7])C.Cl.[Cl:11][C:12]1[CH:17]=[CH:16][CH:15]=[CH:14][C:13]=1[NH:18][NH2:19]. Product: [NH2:9][C:8]1[N:18]([C:13]2[CH:14]=[CH:15][CH:16]=[CH:17][C:12]=2[Cl:11])[N:19]=[CH:4][C:5]=1[C:6]#[N:7]. The catalyst class is: 14. (3) Reactant: [C:1]([O:5][CH3:6])(=[O:4])[CH2:2][SH:3].N1CCCCC1.N#N.[C:15]([O:19][CH3:20])(=[O:18])[CH:16]=[CH2:17].C([O-])(=O)C=C.Cl. Product: [CH3:6][O:5][C:1](=[O:4])[CH2:2][S:3][CH2:17][CH2:16][C:15]([O:19][CH3:20])=[O:18]. The catalyst class is: 282. (4) Reactant: [N:1]1([S:7]([C:10]2[CH:15]=[CH:14][C:13]([CH2:16][NH2:17])=[CH:12][CH:11]=2)(=[O:9])=[O:8])[CH2:6][CH2:5][CH2:4][CH2:3][CH2:2]1.C[Al](C)C.[S:22]1[C:30]2[CH:29]=[CH:28][N:27]=[CH:26][C:25]=2[CH:24]=[C:23]1[C:31](OC)=[O:32].C(C(C(C([O-])=O)O)O)([O-])=O.[Na+].[K+]. Product: [N:1]1([S:7]([C:10]2[CH:15]=[CH:14][C:13]([CH2:16][NH:17][C:31]([C:23]3[S:22][C:30]4[CH:29]=[CH:28][N:27]=[CH:26][C:25]=4[CH:24]=3)=[O:32])=[CH:12][CH:11]=2)(=[O:9])=[O:8])[CH2:2][CH2:3][CH2:4][CH2:5][CH2:6]1. The catalyst class is: 260. (5) Reactant: [F:1][CH2:2][C:3](Cl)=[O:4].[N:6]1[N:7]=[C:8]([C:15]2[CH:24]=[CH:23][C:22]3[C:17](=[C:18]([O:25][CH2:26][C:27]([CH3:31])([CH3:30])[CH2:28][NH2:29])[CH:19]=[CH:20][CH:21]=3)[N:16]=2)[N:9]2[CH:14]=[CH:13][CH:12]=[CH:11][C:10]=12.C(N(C(C)C)CC)(C)C. Product: [N:6]1[N:7]=[C:8]([C:15]2[CH:24]=[CH:23][C:22]3[C:17](=[C:18]([O:25][CH2:26][C:27]([CH3:31])([CH3:30])[CH2:28][NH:29][C:3](=[O:4])[CH2:2][F:1])[CH:19]=[CH:20][CH:21]=3)[N:16]=2)[N:9]2[CH:14]=[CH:13][CH:12]=[CH:11][C:10]=12. The catalyst class is: 2. (6) Reactant: [I:1][C:2]1[C:10]2[C:5](=[CH:6][C:7]([C:11]([O:13][CH3:14])=[O:12])=[CH:8][CH:9]=2)[NH:4][N:3]=1.[Cl:15][C:16]1[CH:24]=[CH:23][CH:22]=[C:21]([C:25]([F:28])([F:27])[F:26])[C:17]=1[C:18](Cl)=[O:19].C(Cl)Cl. Product: [Cl:15][C:16]1[CH:24]=[CH:23][CH:22]=[C:21]([C:25]([F:26])([F:27])[F:28])[C:17]=1[C:18]([N:4]1[C:5]2[C:10](=[CH:9][CH:8]=[C:7]([C:11]([O:13][CH3:14])=[O:12])[CH:6]=2)[C:2]([I:1])=[N:3]1)=[O:19]. The catalyst class is: 850. (7) Reactant: [CH3:1][O:2][C:3](=[O:34])[CH2:4][CH2:5][CH2:6][CH2:7][CH2:8][CH2:9][C:10]([NH:12][C:13]1[CH:18]=[CH:17][C:16]([CH:19]([C:27]([O:29]C(C)(C)C)=O)[C:20]([O:22]C(C)(C)C)=O)=[CH:15][CH:14]=1)=[O:11].F[C:36](F)(F)[C:37](O)=O.C(Cl)(=O)C(Cl)=O.C[N:49]([CH:51]=O)[CH3:50].[N:53]1[CH:58]=[CH:57][CH:56]=[CH:55][CH:54]=1.[NH2:59][C:60]1[CH:61]=[CH:62][CH:63]=[C:64]2[C:69]=1[N:68]=[CH:67][CH:66]=[CH:65]2. Product: [O:29]=[C:27]([NH:59][C:60]1[CH:61]=[CH:62][CH:63]=[C:64]2[C:69]=1[N:68]=[CH:67][CH:66]=[CH:65]2)[CH:19]([C:16]1[CH:15]=[CH:14][C:13]([NH:12][C:10](=[O:11])[CH2:9][CH2:8][CH2:7][CH2:6][CH2:5][CH2:4][C:3]([O:2][CH3:1])=[O:34])=[CH:18][CH:17]=1)[C:20](=[O:22])[NH:53][C:54]1[CH:55]=[CH:56][CH:57]=[C:58]2[C:50]=1[N:49]=[CH:51][CH:37]=[CH:36]2. The catalyst class is: 2.